The task is: Predict the product of the given reaction.. This data is from Forward reaction prediction with 1.9M reactions from USPTO patents (1976-2016). Given the reactants [CH2:1]([C:8]1[S:9][C:10]([CH3:29])=[C:11]([CH3:28])[C:12]=1[C:13]([C:15]1[CH:20]=[CH:19][C:18]([O:21]C)=[C:17]([CH:23]2[CH2:27][CH2:26][CH2:25][CH2:24]2)[CH:16]=1)=[O:14])[C:2]1[CH:7]=[CH:6][CH:5]=[CH:4][CH:3]=1.B(Br)(Br)Br.C(Cl)Cl, predict the reaction product. The product is: [CH2:1]([C:8]1[S:9][C:10]([CH3:29])=[C:11]([CH3:28])[C:12]=1[C:13]([C:15]1[CH:20]=[CH:19][C:18]([OH:21])=[C:17]([CH:23]2[CH2:27][CH2:26][CH2:25][CH2:24]2)[CH:16]=1)=[O:14])[C:2]1[CH:3]=[CH:4][CH:5]=[CH:6][CH:7]=1.